From a dataset of Reaction yield outcomes from USPTO patents with 853,638 reactions. Predict the reaction yield, written as a fraction of the theoretical maximum amount of product (1.0 means a 100% yield; for example, 0.34 means a 34% yield). (1) The reactants are [C:1]([Si:5]([O:8][CH:9]([CH2:12][CH2:13][C:14]1[S:18][C:17]2[CH:19]=[CH:20][CH:21]=[CH:22][C:16]=2[C:15]=1[Cl:23])[C:10]#[CH:11])([CH3:7])[CH3:6])([CH3:4])([CH3:3])[CH3:2].[I:24]N1C(=O)CCC1=O.C(=O)(O)[O-].[Na+]. The catalyst is ClCCl. The product is [C:1]([Si:5]([O:8][CH:9]([CH2:12][CH2:13][C:14]1[S:18][C:17]2[CH:19]=[CH:20][CH:21]=[CH:22][C:16]=2[C:15]=1[Cl:23])/[CH:10]=[CH:11]/[I:24])([CH3:6])[CH3:7])([CH3:4])([CH3:2])[CH3:3]. The yield is 0.860. (2) The reactants are [Br:1][C:2]1[CH:7]=[CH:6][C:5]([O:8][C:9](=[O:14])[CH:10]=[C:11]([CH3:13])[CH3:12])=[CH:4][CH:3]=1.[Cl-].[Al+3].[Cl-].[Cl-]. The catalyst is ClCCl. The product is [Br:1][C:2]1[CH:3]=[C:4]2[C:5](=[CH:6][CH:7]=1)[O:8][C:9](=[O:14])[CH2:10][C:11]2([CH3:12])[CH3:13]. The yield is 0.570. (3) The reactants are [CH3:1][S:2]([C:5]1[CH:10]=[CH:9][C:8]([C:11]2[C:15]3[N:16]=[CH:17][N:18]=[C:19](O)[C:14]=3[O:13][N:12]=2)=[CH:7][CH:6]=1)(=[O:4])=[O:3].O=P(Cl)(Cl)[Cl:23]. No catalyst specified. The product is [Cl:23][C:19]1[C:14]2[O:13][N:12]=[C:11]([C:8]3[CH:9]=[CH:10][C:5]([S:2]([CH3:1])(=[O:4])=[O:3])=[CH:6][CH:7]=3)[C:15]=2[N:16]=[CH:17][N:18]=1. The yield is 0.801. (4) The reactants are [N:1]1([C:7]2[N:12]=[CH:11][C:10]([NH2:13])=[C:9]([C:14]3[CH:19]=[CH:18][CH:17]=[CH:16][C:15]=3[CH3:20])[CH:8]=2)[CH2:6][CH2:5][O:4][CH2:3][CH2:2]1.[H-].[Al+3].[Li+].[H-].[H-].[H-].Cl.[OH-].[Na+].[CH:30](OC)(OC)OC. The catalyst is FC(F)(F)C(O)=O.O1CCCC1. The product is [CH3:30][NH:13][C:10]1[CH:11]=[N:12][C:7]([N:1]2[CH2:6][CH2:5][O:4][CH2:3][CH2:2]2)=[CH:8][C:9]=1[C:14]1[CH:19]=[CH:18][CH:17]=[CH:16][C:15]=1[CH3:20]. The yield is 0.660. (5) The reactants are [F:1][C:2]1[CH:3]=[C:4]([CH:8]=[CH:9][C:10]=1[OH:11])[C:5]([OH:7])=O.[CH2:12]1[C@H:21]2[C@H:16]([CH2:17][CH2:18][C:19]3[CH:25]=[CH:24][CH:23]=[CH:22][C:20]=32)[NH:15][CH2:14][CH2:13]1.F[P-](F)(F)(F)(F)F.N1(OC(N(C)C)=[N+](C)C)C2N=CC=CC=2N=N1. No catalyst specified. The product is [F:1][C:2]1[CH:3]=[C:4]([C:5]([N:15]2[C@@H:16]3[C@@H:21]([C:20]4[CH:22]=[CH:23][CH:24]=[CH:25][C:19]=4[CH2:18][CH2:17]3)[CH2:12][CH2:13][CH2:14]2)=[O:7])[CH:8]=[CH:9][C:10]=1[OH:11]. The yield is 0.400. (6) The catalyst is CN(C=O)C. The yield is 0.346. The reactants are [OH:1][CH:2]([C:6]1[CH:11]=[CH:10][C:9]([C:12]2[N:16]=[C:15]([C:17]3[O:21][N:20]=[C:19]([C:22]4[CH:27]=[CH:26][CH:25]=[CH:24][CH:23]=4)[C:18]=3[C:28]([F:31])([F:30])[F:29])[O:14][N:13]=2)=[CH:8][CH:7]=1)[C:3](O)=[O:4].[CH3:32][N:33]1[CH:37]=[N:36][N:35]=[C:34]1[CH:38]([NH2:40])[CH3:39].CN1CCOCC1.CN(C(ON1N=NC2C=CC=NC1=2)=[N+](C)C)C.F[P-](F)(F)(F)(F)F. The product is [OH:1][CH:2]([C:6]1[CH:11]=[CH:10][C:9]([C:12]2[N:16]=[C:15]([C:17]3[O:21][N:20]=[C:19]([C:22]4[CH:27]=[CH:26][CH:25]=[CH:24][CH:23]=4)[C:18]=3[C:28]([F:31])([F:30])[F:29])[O:14][N:13]=2)=[CH:8][CH:7]=1)[C:3]([NH:40][CH:38]([C:34]1[N:33]([CH3:32])[CH:37]=[N:36][N:35]=1)[CH3:39])=[O:4]. (7) The reactants are [CH3:1][O:2][Na].CO.Br[C:7]1[C:16]([OH:17])=[C:15]2[C:10]([CH:11]=[CH:12][C:13]([CH3:18])=[N:14]2)=[CH:9][CH:8]=1.C(N(CC([O-])=O)CC(O)=O)CN(CC([O-])=O)CC(O)=O.[Na+].[Na+].C([O-])(O)=O.[Na+]. The catalyst is CN(C=O)C.C(O)(=O)C.O. The product is [CH3:18][C:13]1[CH:12]=[CH:11][C:10]2[C:15](=[C:16]([OH:17])[C:7]([O:2][CH3:1])=[CH:8][CH:9]=2)[N:14]=1. The yield is 0.600. (8) The reactants are [OH:1][C@@:2]([C:29]1[O:30][C:31]([CH3:34])=[CH:32][N:33]=1)([CH3:28])[C:3]#[C:4][C:5]1[CH:6]=[C:7]([C:11]2[N:20]=[C:19]([C:21]([O:23]CC)=O)[C:18]3[C:13](=[CH:14][C:15]([O:26][CH3:27])=[CH:16][CH:17]=3)[N:12]=2)[CH:8]=[CH:9][CH:10]=1.[NH3:35]. No catalyst specified. The yield is 0.400. The product is [OH:1][C@@:2]([C:29]1[O:30][C:31]([CH3:34])=[CH:32][N:33]=1)([CH3:28])[C:3]#[C:4][C:5]1[CH:6]=[C:7]([C:11]2[N:20]=[C:19]([C:21]([NH2:35])=[O:23])[C:18]3[C:13](=[CH:14][C:15]([O:26][CH3:27])=[CH:16][CH:17]=3)[N:12]=2)[CH:8]=[CH:9][CH:10]=1. (9) The yield is 0.870. The product is [C:1]([O:5][C:6]([N:8]1[CH2:11][CH2:10][C@H:9]1[CH2:12][OH:13])=[O:7])([CH3:4])([CH3:3])[CH3:2]. The catalyst is O1CCCC1. The reactants are [C:1]([O:5][C:6]([N:8]1[CH2:11][CH2:10][C@H:9]1[C:12](O)=[O:13])=[O:7])([CH3:4])([CH3:3])[CH3:2].